From a dataset of Catalyst prediction with 721,799 reactions and 888 catalyst types from USPTO. Predict which catalyst facilitates the given reaction. (1) Reactant: [NH2:1][C:2]([C:4]1[CH:9]=[C:8]([C:10]([NH:12][CH2:13][C:14]([CH3:17])([CH3:16])[CH3:15])=[O:11])[CH:7]=[CH:6][C:5]=1[C:18]1[C:23]([CH3:24])=[C:22]([F:25])[CH:21]=[C:20]([C:26]([OH:28])=O)[CH:19]=1)=[O:3].CN(C(ON1N=NC2C=CC=CC1=2)=[N+](C)C)C.F[P-](F)(F)(F)(F)F.CCN(CC)CC.[NH2:60][CH2:61][C@@H:62]([OH:64])[CH3:63]. Product: [CH3:15][C:14]([CH3:17])([CH3:16])[CH2:13][NH:12][C:10]([C:8]1[CH:9]=[C:4]([C:2]([NH2:1])=[O:3])[C:5]([C:18]2[C:23]([CH3:24])=[C:22]([F:25])[CH:21]=[C:20]([C:26]([NH:60][CH2:61][C@@H:62]([OH:64])[CH3:63])=[O:28])[CH:19]=2)=[CH:6][CH:7]=1)=[O:11]. The catalyst class is: 3. (2) Reactant: [CH2:1]([C:3]1[CH:4]=[CH:5][C:6]([CH:9]([S:20]([C:23]2[CH:29]=[CH:28][C:26]([CH3:27])=[CH:25][CH:24]=2)(=[O:22])=[O:21])[CH2:10][O:11][C:12]2[CH:19]=[CH:18][C:15]([CH:16]=O)=[CH:14][CH:13]=2)=[N:7][CH:8]=1)[CH3:2].[S:30]1[CH2:34][C:33](=[O:35])[NH:32][C:31]1=[O:36].C(O)(=O)C.N1CCCCC1. Product: [CH2:1]([C:3]1[CH:4]=[CH:5][C:6]([CH:9]([S:20]([C:23]2[CH:29]=[CH:28][C:26]([CH3:27])=[CH:25][CH:24]=2)(=[O:21])=[O:22])[CH2:10][O:11][C:12]2[CH:19]=[CH:18][C:15]([CH:16]=[C:34]3[S:30][C:31](=[O:36])[NH:32][C:33]3=[O:35])=[CH:14][CH:13]=2)=[N:7][CH:8]=1)[CH3:2]. The catalyst class is: 11. (3) Reactant: [H-].[Na+].CN(C)[CH:5]=[C:6]([C:16]1[CH:21]=[CH:20][CH:19]=[CH:18][CH:17]=1)[C:7]([C:9]1[CH:14]=[CH:13][C:12]([CH3:15])=[CH:11][CH:10]=1)=O.[C:23]([CH2:25][C:26]([NH2:28])=[O:27])#[N:24].Cl. Product: [CH3:15][C:12]1[CH:11]=[CH:10][C:9]([C:7]2[NH:28][C:26](=[O:27])[C:25]([C:23]#[N:24])=[CH:5][C:6]=2[C:16]2[CH:17]=[CH:18][CH:19]=[CH:20][CH:21]=2)=[CH:14][CH:13]=1. The catalyst class is: 121. (4) Reactant: [OH:1][C@@H:2]1[CH2:7][CH2:6][CH2:5][CH2:4][C@H:3]1[NH:8][C:9]1[S:10][C:11]2[CH:17]=[C:16]([O:18][C:19]3[CH:24]=[CH:23][N:22]=[C:21]([C:25](O)=[O:26])[CH:20]=3)[CH:15]=[CH:14][C:12]=2[N:13]=1.CN(C(ON1N=NC2[CH:39]=[CH:40][CH:41]=[N:42]C1=2)=[N+](C)C)C.F[P-](F)(F)(F)(F)F.CCN(C(C)C)C(C)C.C1(N)CC1. Product: [CH:41]1([NH:42][C:25](=[O:26])[C:21]2[CH:20]=[C:19]([O:18][C:16]3[CH:15]=[CH:14][C:12]4[N:13]=[C:9]([NH:8][C@@H:3]5[CH2:4][CH2:5][CH2:6][CH2:7][C@H:2]5[OH:1])[S:10][C:11]=4[CH:17]=3)[CH:24]=[CH:23][N:22]=2)[CH2:39][CH2:40]1. The catalyst class is: 37. (5) Reactant: FC(F)(F)C(O)=O.[Cl:8][C:9]1[CH:14]=[C:13]2[NH:15][C:16](=[O:38])[C@:17]3([C@@H:21]([C:22]4[CH:27]=[CH:26][CH:25]=[C:24]([Cl:28])[C:23]=4[F:29])[C@H:20]([C:30](O)=[O:31])[NH:19][C@H:18]3[CH2:33][C:34]([CH3:37])([CH3:36])[CH3:35])[C:12]2=[CH:11][CH:10]=1.C(N(C(C)C)CC)(C)C.C1(P(Cl)(C2C=CC=CC=2)=O)C=CC=CC=1.[C:63]([Si:67]([CH3:82])([CH3:81])[O:68][CH2:69][CH2:70][O:71][C:72]1[CH:77]=[CH:76][C:75]([NH2:78])=[C:74]([O:79][CH3:80])[CH:73]=1)([CH3:66])([CH3:65])[CH3:64]. Product: [C:63]([Si:67]([CH3:82])([CH3:81])[O:68][CH2:69][CH2:70][O:71][C:72]1[CH:77]=[CH:76][C:75]([NH:78][C:30]([C@@H:20]2[NH:19][C@@H:18]([CH2:33][C:34]([CH3:35])([CH3:37])[CH3:36])[C@:17]3([C:12]4[C:13](=[CH:14][C:9]([Cl:8])=[CH:10][CH:11]=4)[NH:15][C:16]3=[O:38])[C@H:21]2[C:22]2[CH:27]=[CH:26][CH:25]=[C:24]([Cl:28])[C:23]=2[F:29])=[O:31])=[C:74]([O:79][CH3:80])[CH:73]=1)([CH3:66])([CH3:65])[CH3:64]. The catalyst class is: 4. (6) Reactant: [C:1]1([S:7]([NH:10][C:11]2[CH:15]=[CH:14][S:13][C:12]=2[C:16]([OH:18])=O)(=[O:9])=[O:8])[CH:6]=[CH:5][CH:4]=[CH:3][CH:2]=1.C(Cl)(=O)C([Cl:22])=O. Product: [C:1]1([S:7]([NH:10][C:11]2[CH:15]=[CH:14][S:13][C:12]=2[C:16]([Cl:22])=[O:18])(=[O:9])=[O:8])[CH:6]=[CH:5][CH:4]=[CH:3][CH:2]=1. The catalyst class is: 120. (7) Reactant: C[O:2][C:3](=O)[C:4]1[CH:9]=[CH:8][CH:7]=[CH:6][C:5]=1[C:10]1[O:14][N:13]=[CH:12][CH:11]=1.[BH4-].[Li+]. Product: [O:14]1[C:10]([C:5]2[CH:6]=[CH:7][CH:8]=[CH:9][C:4]=2[CH2:3][OH:2])=[CH:11][CH:12]=[N:13]1. The catalyst class is: 1. (8) Reactant: BrC[C:3]1[C:12]2[C:7](=[CH:8][C:9]([O:13]C)=[CH:10][CH:11]=2)[O:6][C:5](=[O:15])[C:4]=1[C:16]1[C:17]([O:24][CH3:25])=[N:18][C:19]([O:22]C)=[N:20][CH:21]=1.B(Br)(Br)Br. The catalyst class is: 344. Product: [OH:22][C:19]1[N:20]=[CH:21][C:16]2[C:4]3[C:5](=[O:15])[O:6][C:7]4[C:12](=[CH:11][CH:10]=[C:9]([OH:13])[CH:8]=4)[C:3]=3[CH2:25][O:24][C:17]=2[N:18]=1.